Predict the reactants needed to synthesize the given product. From a dataset of Full USPTO retrosynthesis dataset with 1.9M reactions from patents (1976-2016). (1) Given the product [C:21]([C:2]1[C:10]2[C:5](=[CH:6][N:7]=[C:8]([CH3:11])[CH:9]=2)[N:4]([CH2:12][C:13]([O:15][C:16]([CH3:19])([CH3:18])[CH3:17])=[O:14])[N:3]=1)#[N:22], predict the reactants needed to synthesize it. The reactants are: I[C:2]1[C:10]2[C:5](=[CH:6][N:7]=[C:8]([CH3:11])[CH:9]=2)[N:4]([CH2:12][C:13]([O:15][C:16]([CH3:19])([CH3:18])[CH3:17])=[O:14])[N:3]=1.O.[CH3:21][N:22](C=O)C. (2) Given the product [Br:1][C:2]1[CH:3]=[CH:4][C:5]([N:11]2[CH2:16][CH2:15][O:14][CH2:13][CH2:12]2)=[C:6]([CH:9]=1)[CH:7]=[O:8], predict the reactants needed to synthesize it. The reactants are: [Br:1][C:2]1[CH:3]=[CH:4][C:5](F)=[C:6]([CH:9]=1)[CH:7]=[O:8].[NH:11]1[CH2:16][CH2:15][O:14][CH2:13][CH2:12]1.C(=O)([O-])[O-].[K+].[K+].O. (3) Given the product [S:26]1[CH:30]=[CH:29][CH:28]=[C:27]1[CH2:31][CH2:32][NH:33][C:2]1[CH:7]=[C:6]([C:8]2[S:9][CH:10]=[C:11]([C:13]3[C:18](=[O:19])[NH:17][C:16]([CH3:20])=[C:15]([C:21]([O:23][CH2:24][CH3:25])=[O:22])[CH:14]=3)[N:12]=2)[CH:5]=[CH:4][N:3]=1, predict the reactants needed to synthesize it. The reactants are: Cl[C:2]1[CH:7]=[C:6]([C:8]2[S:9][CH:10]=[C:11]([C:13]3[C:18](=[O:19])[NH:17][C:16]([CH3:20])=[C:15]([C:21]([O:23][CH2:24][CH3:25])=[O:22])[CH:14]=3)[N:12]=2)[CH:5]=[CH:4][N:3]=1.[S:26]1[CH:30]=[CH:29][CH:28]=[C:27]1[CH2:31][CH2:32][NH2:33].Cl. (4) Given the product [Br:1][C:2]1[CH:3]=[C:4]([CH2:8][CH2:9][N:11]2[CH2:16][CH2:15][O:14][CH2:13][CH2:12]2)[CH:5]=[N:6][CH:7]=1, predict the reactants needed to synthesize it. The reactants are: [Br:1][C:2]1[CH:3]=[C:4]([CH2:8][C:9]([N:11]2[CH2:16][CH2:15][O:14][CH2:13][CH2:12]2)=O)[CH:5]=[N:6][CH:7]=1.B.C([O-])(O)=O.[Na+]. (5) Given the product [ClH:37].[F:33][C:28]([F:34])([C:29]([F:32])([F:31])[F:30])[CH2:27][CH2:26][C@@H:9]([C:10]([O:12][CH3:13])=[O:11])[NH2:8], predict the reactants needed to synthesize it. The reactants are: C1(C(C2C=CC=CC=2)=[N:8][CH2:9][C:10]([O:12][CH3:13])=[O:11])C=CC=CC=1.FC(F)(F)S(O[CH2:26][CH2:27][C:28]([F:34])([F:33])[C:29]([F:32])([F:31])[F:30])(=O)=O.[ClH:37].